Dataset: Forward reaction prediction with 1.9M reactions from USPTO patents (1976-2016). Task: Predict the product of the given reaction. (1) Given the reactants BrC1C([N:8](COC)[S:9]([C:12]2[CH:17]=[CH:16][C:15]([O:18][CH:19]([CH3:21])[CH3:20])=[CH:14][CH:13]=2)(=[O:11])=[O:10])=CC(Cl)=CN=1.CON(C)[C:29](=[O:37])[C:30]1[CH:35]=[CH:34][CH:33]=[N:32][C:31]=1[CH3:36].[ClH:39].O1[CH2:45][CH2:44]OCC1, predict the reaction product. The product is: [Cl:39][C:30]1[CH:29]=[C:44]([C:17]2[CH:16]=[C:15]([O:18][CH:19]([CH3:20])[CH3:21])[CH:14]=[CH:13][C:12]=2[S:9]([NH2:8])(=[O:10])=[O:11])[C:45]([C:29]([C:30]2[C:31]([CH3:36])=[N:32][CH:33]=[CH:34][CH:35]=2)=[O:37])=[N:32][CH:31]=1. (2) Given the reactants [CH2:1]([C:3]1[CH:4]=[C:5]([CH2:11][C@@H:12]([NH:17][C:18]([N:20]2[CH2:25][CH2:24][CH:23]([N:26]3[CH2:32][CH2:31][C:30]4[CH:33]=[CH:34][CH:35]=[CH:36][C:29]=4[NH:28][C:27]3=[O:37])[CH2:22][CH2:21]2)=[O:19])[C:13]([O:15]C)=[O:14])[CH:6]=[CH:7][C:8]=1[CH2:9][CH3:10])[CH3:2].O.[OH-].[Li+], predict the reaction product. The product is: [CH2:1]([C:3]1[CH:4]=[C:5]([CH2:11][C@@H:12]([NH:17][C:18]([N:20]2[CH2:21][CH2:22][CH:23]([N:26]3[CH2:32][CH2:31][C:30]4[CH:33]=[CH:34][CH:35]=[CH:36][C:29]=4[NH:28][C:27]3=[O:37])[CH2:24][CH2:25]2)=[O:19])[C:13]([OH:15])=[O:14])[CH:6]=[CH:7][C:8]=1[CH2:9][CH3:10])[CH3:2]. (3) The product is: [C:1](=[O:35])([O:33][CH3:34])[O:2][C:3]1[CH:8]=[C:7]([NH:9][C:10]([CH:12]2[O:17][C:16]3[CH:18]=[CH:19][C:20]([O:22][C:23]([F:26])([F:25])[F:24])=[CH:21][C:15]=3[NH:14][CH2:13]2)=[O:11])[C:6]([C:45]#[C:44][CH2:43][OH:46])=[CH:5][C:4]=1[CH:28]1[CH2:32][CH2:31][CH2:30][CH2:29]1. Given the reactants [C:1](=[O:35])([O:33][CH3:34])[O:2][C:3]1[CH:8]=[C:7]([NH:9][C:10]([CH:12]2[O:17][C:16]3[CH:18]=[CH:19][C:20]([O:22][C:23]([F:26])([F:25])[F:24])=[CH:21][C:15]=3[NH:14][CH2:13]2)=[O:11])[C:6](Br)=[CH:5][C:4]=1[CH:28]1[CH2:32][CH2:31][CH2:30][CH2:29]1.C(N(CC)CC)C.[CH2:43]([OH:46])[C:44]#[CH:45].C([O-])(O)=O.[Na+], predict the reaction product. (4) Given the reactants [Cl:1][C:2]1[CH:3]=[CH:4][C:5]([O:25][CH2:26][CH2:27][C:28]2[CH:33]=[CH:32][CH:31]=[CH:30][C:29]=2[CH3:34])=[C:6]([CH:24]=1)[C:7]([NH:9][CH2:10][C:11]1[CH:23]=[CH:22][C:14]([C:15]([O:17]C(C)(C)C)=[O:16])=[CH:13][CH:12]=1)=[O:8].FC(F)(F)C(O)=O, predict the reaction product. The product is: [Cl:1][C:2]1[CH:3]=[CH:4][C:5]([O:25][CH2:26][CH2:27][C:28]2[CH:33]=[CH:32][CH:31]=[CH:30][C:29]=2[CH3:34])=[C:6]([CH:24]=1)[C:7]([NH:9][CH2:10][C:11]1[CH:12]=[CH:13][C:14]([C:15]([OH:17])=[O:16])=[CH:22][CH:23]=1)=[O:8]. (5) Given the reactants Cl[S:2]([C:5]1[CH:14]=[CH:13][C:12]2[NH:11][C:10](=[O:15])[C:9]3[NH:16][CH:17]=[C:18]([C:19]([OH:21])=[O:20])[C:8]=3[C:7]=2[CH:6]=1)(=[O:4])=[O:3].[CH2:22]([N:24](CC)[CH2:25]C)C.Cl.CNC, predict the reaction product. The product is: [CH3:22][N:24]([CH3:25])[S:2]([C:5]1[CH:14]=[CH:13][C:12]2[NH:11][C:10](=[O:15])[C:9]3[NH:16][CH:17]=[CH:18][C:8]=3[C:7]=2[CH:6]=1)(=[O:3])=[O:4].[CH2:18]([C:19]([O-:21])=[O:20])[CH3:17]. (6) Given the reactants [CH2:1]([C:3]1[C:8](=[O:9])[N:7]2[N:10]=[CH:11][C:12]([C:13]([NH:15][NH:16][C:17](=[O:24])[C:18]3[CH:23]=[CH:22][CH:21]=[CH:20][N:19]=3)=O)=[C:6]2[NH:5][C:4]=1[CH3:25])[CH3:2].CN(C=O)C.CC1C=CC(S(Cl)(=O)=O)=CC=1.C(N(CC)CC)C, predict the reaction product. The product is: [CH2:1]([C:3]1[C:8](=[O:9])[N:7]2[N:10]=[CH:11][C:12]([C:13]3[O:24][C:17]([C:18]4[CH:23]=[CH:22][CH:21]=[CH:20][N:19]=4)=[N:16][N:15]=3)=[C:6]2[NH:5][C:4]=1[CH3:25])[CH3:2]. (7) Given the reactants [Cl:1][C:2]1[CH:7]=[CH:6][C:5]([C:8]2[CH:13]=[N:12][N:11]3[C:14](=O)[NH:15][N:16]=[C:10]3[C:9]=2[C:18]2[CH:23]=[CH:22][C:21]([Cl:24])=[CH:20][CH:19]=2)=[CH:4][CH:3]=1.[C:25]([O-:28])([O-])=O.[K+].[K+].CN([CH:34]=[O:35])C, predict the reaction product. The product is: [Cl:1][C:2]1[CH:7]=[CH:6][C:5]([C:8]2[CH:13]=[N:12][N:11]3[C:25](=[O:28])[N:15]([CH2:14][C@@H:34]([C:4]4[CH:5]=[CH:6][CH:7]=[C:2]([Cl:1])[CH:3]=4)[OH:35])[N:16]=[C:10]3[C:9]=2[C:18]2[CH:19]=[CH:20][C:21]([Cl:24])=[CH:22][CH:23]=2)=[CH:4][CH:3]=1.